Dataset: Reaction yield outcomes from USPTO patents with 853,638 reactions. Task: Predict the reaction yield, written as a fraction of the theoretical maximum amount of product (1.0 means a 100% yield; for example, 0.34 means a 34% yield). (1) The reactants are [Cl:1][C:2]1[N:7]=[C:6]([C:8]2[S:12][C:11]([C:13]([CH3:16])([CH3:15])[CH3:14])=[N:10][C:9]=2[C:17]2[CH:18]=[C:19]([NH:24]C(=O)OCC=C)[CH:20]=[CH:21][C:22]=2[F:23])[CH:5]=[CH:4][N:3]=1.CC(O)=O.C([SnH](CCCC)CCCC)CCC. The catalyst is C(Cl)Cl.Cl[Pd](Cl)([P](C1C=CC=CC=1)(C1C=CC=CC=1)C1C=CC=CC=1)[P](C1C=CC=CC=1)(C1C=CC=CC=1)C1C=CC=CC=1. The product is [Cl:1][C:2]1[N:7]=[C:6]([C:8]2[S:12][C:11]([C:13]([CH3:16])([CH3:15])[CH3:14])=[N:10][C:9]=2[C:17]2[CH:18]=[C:19]([CH:20]=[CH:21][C:22]=2[F:23])[NH2:24])[CH:5]=[CH:4][N:3]=1. The yield is 0.853. (2) The reactants are Br[C:2]1[CH:3]=[C:4]([Cl:13])[C:5]2[O:10][CH2:9][CH2:8][CH2:7][C:6]=2[C:11]=1[CH3:12].[B:14]1([B:14]2[O:18][C:17]([CH3:20])([CH3:19])[C:16]([CH3:22])([CH3:21])[O:15]2)[O:18][C:17]([CH3:20])([CH3:19])[C:16]([CH3:22])([CH3:21])[O:15]1.C([O-])(=O)C.[K+].O. The catalyst is CN(C)C=O.C1C=CC(P(C2C=CC=CC=2)[C-]2C=CC=C2)=CC=1.C1C=CC(P(C2C=CC=CC=2)[C-]2C=CC=C2)=CC=1.Cl[Pd]Cl.[Fe+2]. The product is [Cl:13][C:4]1[C:5]2[O:10][CH2:9][CH2:8][CH2:7][C:6]=2[C:11]([CH3:12])=[C:2]([B:14]2[O:18][C:17]([CH3:20])([CH3:19])[C:16]([CH3:22])([CH3:21])[O:15]2)[CH:3]=1. The yield is 0.580.